From a dataset of Forward reaction prediction with 1.9M reactions from USPTO patents (1976-2016). Predict the product of the given reaction. (1) Given the reactants [CH3:1][O:2][C:3](=[O:22])[CH2:4][C:5](=[O:21])[C@H:6]([NH:10][C:11]([O:13][CH2:14][C:15]1[CH:20]=[CH:19][CH:18]=[CH:17][CH:16]=1)=[O:12])[CH:7]([CH3:9])[CH3:8].[BH4-].[K+], predict the reaction product. The product is: [CH3:1][O:2][C:3](=[O:22])[CH2:4][C@H:5]([OH:21])[C@H:6]([NH:10][C:11]([O:13][CH2:14][C:15]1[CH:16]=[CH:17][CH:18]=[CH:19][CH:20]=1)=[O:12])[CH:7]([CH3:9])[CH3:8]. (2) The product is: [CH2:15]([O:14][C:12]1[C:24]2([CH2:7][CH2:6][O:10][CH2:23][CH2:22]2)[C:4](=[O:5])[CH:13]=1)[CH3:16]. Given the reactants CN([CH:4]=[O:5])C.[C:6](Cl)(=[O:10])[C:7](Cl)=O.[CH2:12]([O:14][C:15]#[CH:16])[CH3:13].C(N([CH2:22][CH3:23])CC)C.[CH2:24](Cl)Cl, predict the reaction product.